Dataset: NCI-60 drug combinations with 297,098 pairs across 59 cell lines. Task: Regression. Given two drug SMILES strings and cell line genomic features, predict the synergy score measuring deviation from expected non-interaction effect. (1) Drug 1: CC1CCC2CC(C(=CC=CC=CC(CC(C(=O)C(C(C(=CC(C(=O)CC(OC(=O)C3CCCCN3C(=O)C(=O)C1(O2)O)C(C)CC4CCC(C(C4)OC)O)C)C)O)OC)C)C)C)OC. Drug 2: C1CN1C2=NC(=NC(=N2)N3CC3)N4CC4. Cell line: HCC-2998. Synergy scores: CSS=15.0, Synergy_ZIP=-3.81, Synergy_Bliss=-1.13, Synergy_Loewe=-3.04, Synergy_HSA=-1.65. (2) Drug 1: CC12CCC3C(C1CCC2=O)CC(=C)C4=CC(=O)C=CC34C. Drug 2: C1CNP(=O)(OC1)N(CCCl)CCCl. Cell line: HCT-15. Synergy scores: CSS=23.5, Synergy_ZIP=1.18, Synergy_Bliss=-0.0278, Synergy_Loewe=-27.2, Synergy_HSA=-0.691.